This data is from Forward reaction prediction with 1.9M reactions from USPTO patents (1976-2016). The task is: Predict the product of the given reaction. Given the reactants Br[C:2]1[CH:9]=[CH:8][C:5]([C:6]#[N:7])=[C:4]([CH3:10])[CH:3]=1.[C:11]1(B(O)O)[CH:16]=[CH:15][CH:14]=[CH:13][CH:12]=1, predict the reaction product. The product is: [CH3:10][C:4]1[CH:3]=[C:2]([C:11]2[CH:16]=[CH:15][CH:14]=[CH:13][CH:12]=2)[CH:9]=[CH:8][C:5]=1[C:6]#[N:7].